From a dataset of NCI-60 drug combinations with 297,098 pairs across 59 cell lines. Regression. Given two drug SMILES strings and cell line genomic features, predict the synergy score measuring deviation from expected non-interaction effect. (1) Cell line: U251. Drug 2: CS(=O)(=O)OCCCCOS(=O)(=O)C. Drug 1: C1CCC(C1)C(CC#N)N2C=C(C=N2)C3=C4C=CNC4=NC=N3. Synergy scores: CSS=11.3, Synergy_ZIP=-3.19, Synergy_Bliss=-1.91, Synergy_Loewe=-1.16, Synergy_HSA=-1.65. (2) Cell line: MDA-MB-435. Synergy scores: CSS=-6.14, Synergy_ZIP=3.91, Synergy_Bliss=8.76, Synergy_Loewe=-11.3, Synergy_HSA=-1.82. Drug 1: C1CCN(CC1)CCOC2=CC=C(C=C2)C(=O)C3=C(SC4=C3C=CC(=C4)O)C5=CC=C(C=C5)O. Drug 2: CC(C1=C(C=CC(=C1Cl)F)Cl)OC2=C(N=CC(=C2)C3=CN(N=C3)C4CCNCC4)N. (3) Cell line: MALME-3M. Drug 2: CCC1(C2=C(COC1=O)C(=O)N3CC4=CC5=C(C=CC(=C5CN(C)C)O)N=C4C3=C2)O.Cl. Synergy scores: CSS=21.9, Synergy_ZIP=-8.22, Synergy_Bliss=-6.44, Synergy_Loewe=-2.34, Synergy_HSA=-1.19. Drug 1: C1CCC(C(C1)N)N.C(=O)(C(=O)[O-])[O-].[Pt+4]. (4) Drug 1: CC1=CC2C(CCC3(C2CCC3(C(=O)C)OC(=O)C)C)C4(C1=CC(=O)CC4)C. Drug 2: CC12CCC3C(C1CCC2O)C(CC4=C3C=CC(=C4)O)CCCCCCCCCS(=O)CCCC(C(F)(F)F)(F)F. Cell line: NCI-H322M. Synergy scores: CSS=0.210, Synergy_ZIP=2.41, Synergy_Bliss=1.44, Synergy_Loewe=-1.05, Synergy_HSA=-2.97.